Dataset: Forward reaction prediction with 1.9M reactions from USPTO patents (1976-2016). Task: Predict the product of the given reaction. (1) Given the reactants NC(N)=O.[C:5]([C:9]1[CH:13]=[C:12]([NH:14][C:15]([NH:17][CH2:18][C:19]2[CH:24]=[C:23]([F:25])[CH:22]=[CH:21][C:20]=2[O:26][C:27]2[CH:28]=[C:29]3[C:33](=[CH:34][CH:35]=2)[N:32]([CH2:36][CH:37]=[O:38])[N:31]=[CH:30]3)=[O:16])[N:11]([C:39]2[CH:44]=[CH:43][C:42]([CH3:45])=[CH:41][CH:40]=2)[N:10]=1)([CH3:8])([CH3:7])[CH3:6].[BH4-].[Na+], predict the reaction product. The product is: [C:5]([C:9]1[CH:13]=[C:12]([NH:14][C:15]([NH:17][CH2:18][C:19]2[CH:24]=[C:23]([F:25])[CH:22]=[CH:21][C:20]=2[O:26][C:27]2[CH:28]=[C:29]3[C:33](=[CH:34][CH:35]=2)[N:32]([CH2:36][CH2:37][OH:38])[N:31]=[CH:30]3)=[O:16])[N:11]([C:39]2[CH:44]=[CH:43][C:42]([CH3:45])=[CH:41][CH:40]=2)[N:10]=1)([CH3:8])([CH3:7])[CH3:6]. (2) Given the reactants [CH3:1][O:2][C:3]1[CH:12]=[C:11]([O:13][C@H:14]2[C@@H:19]3[O:20]C(=O)[O:22][C@@H:18]3[C@@H:17]([O:24][CH3:25])[C:16]([CH3:27])([CH3:26])[O:15]2)[C:10]([CH3:28])=[C:9]2[C:4]=1[CH:5]=[C:6]([NH:30][C:31](=[O:40])OCC1C=CC=CC=1)[C:7](=[O:29])[O:8]2.CCN=C=NCCCN(C)C.[CH3:52][O:53][C:54]1[CH:55]=[C:56]([C:60]2[C:65]([O:66][CH3:67])=[CH:64][CH:63]=[C:62](C(O)=O)[CH:61]=2)[CH:57]=[CH:58][CH:59]=1.C(=O)([O-])[O-], predict the reaction product. The product is: [OH:20][C@@H:19]1[C@H:18]([OH:22])[C@@H:17]([O:24][CH3:25])[C:16]([CH3:26])([CH3:27])[O:15][C@H:14]1[O:13][C:11]1[C:10]([CH3:28])=[C:9]2[C:4]([CH:5]=[C:6]([NH:30][C:31]([C:62]3[CH:61]=[C:60]([C:56]4[CH:57]=[CH:58][CH:59]=[C:54]([O:53][CH3:52])[CH:55]=4)[C:65]([O:66][CH3:67])=[CH:64][CH:63]=3)=[O:40])[C:7](=[O:29])[O:8]2)=[C:3]([O:2][CH3:1])[CH:12]=1. (3) The product is: [CH2:1]([C@H:8]([NH:25][S:43]([C:41]1[S:42][C:38]([C:33]2[CH:34]=[CH:35][CH:36]=[CH:37][N:32]=2)=[CH:39][CH:40]=1)(=[O:44])=[O:45])[CH2:9][N:10]1[CH2:11][CH2:12][CH:13]([O:16][C:17]2[CH:22]=[CH:21][C:20]([F:23])=[C:19]([F:24])[CH:18]=2)[CH2:14][CH2:15]1)[C:2]1[CH:3]=[CH:4][CH:5]=[CH:6][CH:7]=1. Given the reactants [CH2:1]([C@H:8]([NH2:25])[CH2:9][N:10]1[CH2:15][CH2:14][CH:13]([O:16][C:17]2[CH:22]=[CH:21][C:20]([F:23])=[C:19]([F:24])[CH:18]=2)[CH2:12][CH2:11]1)[C:2]1[CH:7]=[CH:6][CH:5]=[CH:4][CH:3]=1.C(=O)([O-])[O-].[K+].[K+].[N:32]1[CH:37]=[CH:36][CH:35]=[CH:34][C:33]=1[C:38]1[S:42][C:41]([S:43](Cl)(=[O:45])=[O:44])=[CH:40][CH:39]=1.O, predict the reaction product. (4) Given the reactants [OH:1][C:2]1[CH:7]=[C:6]([CH:8]([CH3:10])[CH3:9])[CH:5]=[CH:4][C:3]=1[CH2:11][CH2:12][NH:13][C:14](=[O:20])[O:15][C:16]([CH3:19])([CH3:18])[CH3:17].C(=O)([O-])[O-].[K+].[K+].Br[CH2:28][CH2:29][CH2:30][C:31]([O:33][CH2:34][CH3:35])=[O:32].Cl, predict the reaction product. The product is: [C:16]([O:15][C:14]([NH:13][CH2:12][CH2:11][C:3]1[CH:4]=[CH:5][C:6]([CH:8]([CH3:9])[CH3:10])=[CH:7][C:2]=1[O:1][CH2:28][CH2:29][CH2:30][C:31]([O:33][CH2:34][CH3:35])=[O:32])=[O:20])([CH3:18])([CH3:17])[CH3:19]. (5) Given the reactants [CH3:1][O:2][C:3]1[CH:4]=[CH:5][CH:6]=[C:7]2[C:12]=1[C:11](=[O:13])[CH2:10][CH2:9][CH2:8]2.[N+:14]([O-])([OH:16])=[O:15].O, predict the reaction product. The product is: [CH3:1][O:2][C:3]1[CH:4]=[CH:5][C:6]([N+:14]([O-:16])=[O:15])=[C:7]2[C:12]=1[C:11](=[O:13])[CH2:10][CH2:9][CH2:8]2. (6) Given the reactants [CH3:1][O:2][C:3]1[CH:4]=[C:5]([CH:28]=[CH:29][CH:30]=1)[CH2:6][NH:7][C:8]([C:10]1([CH2:23][CH2:24][CH2:25][CH2:26]Br)[C:22]2[CH:21]=[CH:20][CH:19]=[CH:18][C:17]=2[C:16]2[C:11]1=[CH:12][CH:13]=[CH:14][CH:15]=2)=[O:9].[N:31]1([C:37]2[CH:46]=[CH:45][C:44]3[C:39](=[CH:40][CH:41]=[CH:42][CH:43]=3)[N:38]=2)[CH2:36][CH2:35][NH:34][CH2:33][CH2:32]1, predict the reaction product. The product is: [CH3:1][O:2][C:3]1[CH:4]=[C:5]([CH:28]=[CH:29][CH:30]=1)[CH2:6][NH:7][C:8]([C:10]1([CH2:23][CH2:24][CH2:25][CH2:26][N:34]2[CH2:35][CH2:36][N:31]([C:37]3[CH:46]=[CH:45][C:44]4[C:39](=[CH:40][CH:41]=[CH:42][CH:43]=4)[N:38]=3)[CH2:32][CH2:33]2)[C:22]2[CH:21]=[CH:20][CH:19]=[CH:18][C:17]=2[C:16]2[C:11]1=[CH:12][CH:13]=[CH:14][CH:15]=2)=[O:9].